From a dataset of Forward reaction prediction with 1.9M reactions from USPTO patents (1976-2016). Predict the product of the given reaction. (1) Given the reactants [NH2:1][C:2]1[CH:3]=[CH:4][C:5]([C:8]2[CH:13]=[CH:12][C:11]([C:14]34[CH2:21][CH2:20][C:17]([CH2:22][C:23]([O:25][CH3:26])=[O:24])([CH2:18][CH2:19]3)[O:16][CH2:15]4)=[CH:10][CH:9]=2)=[N:6][CH:7]=1.C(O)[C:28]1[CH:33]=[CH:32][CH:31]=[CH:30][CH:29]=1, predict the reaction product. The product is: [NH2:1][C:2]1[CH:3]=[CH:4][C:5]([C:8]2[CH:9]=[CH:10][C:11]([C:14]34[CH2:19][CH2:18][C:17]([CH2:22][C:23]([O:25][CH2:26][C:28]5[CH:33]=[CH:32][CH:31]=[CH:30][CH:29]=5)=[O:24])([CH2:20][CH2:21]3)[O:16][CH2:15]4)=[CH:12][CH:13]=2)=[N:6][CH:7]=1. (2) Given the reactants [Br:1][C:2]1[CH:3]=[CH:4][C:5](=[O:8])[NH:6][CH:7]=1.[H-].[Na+].[Li+].[Br-].Br[CH2:14][CH2:15][O:16][C:17]1[C:26]2[C:21](=[CH:22][C:23]([O:27][CH3:28])=[CH:24][CH:25]=2)[N:20]=[CH:19][CH:18]=1, predict the reaction product. The product is: [Br:1][C:2]1[CH:3]=[CH:4][C:5](=[O:8])[N:6]([CH2:14][CH2:15][O:16][C:17]2[C:26]3[C:21](=[CH:22][C:23]([O:27][CH3:28])=[CH:24][CH:25]=3)[N:20]=[CH:19][CH:18]=2)[CH:7]=1.